Dataset: Forward reaction prediction with 1.9M reactions from USPTO patents (1976-2016). Task: Predict the product of the given reaction. Given the reactants [CH3:1][O:2][C:3](=[O:61])[NH:4][CH:5]([C:9]([N:11]1[CH2:15][CH2:14][CH2:13][CH:12]1[C:16]1[NH:17][C:18]([C:21]2[CH:30]=[CH:29][C:28]3[C:23](=[CH:24][CH:25]=[C:26]([C:31]4[CH:36]=[CH:35][C:34]([C:37]5[NH:38][C:39]([C@@H:42]6[CH2:46][CH2:45][CH2:44][N:43]6[C:47](=[O:60])[CH:48]([NH:55][C:56]([O:58][CH3:59])=[O:57])[C:49]6[CH:54]=[CH:53][CH:52]=[CH:51][CH:50]=6)=[N:40][CH:41]=5)=[CH:33][CH:32]=4)[CH:27]=3)[CH:22]=2)=[CH:19][N:20]=1)=[O:10])[CH:6]([CH3:8])[CH3:7].COC(N[C@H](C1C=CC=CC=1)C(O)=O)=O, predict the reaction product. The product is: [CH3:1][O:2][C:3](=[O:61])[NH:4][CH:5]([C:9]([N:11]1[CH2:15][CH2:14][CH2:13][CH:12]1[C:16]1[NH:17][C:18]([C:21]2[CH:30]=[CH:29][C:28]3[C:23](=[CH:24][CH:25]=[C:26]([C:31]4[CH:32]=[CH:33][C:34]([C:37]5[NH:38][C:39]([C@H:42]6[CH2:46][CH2:45][CH2:44][N:43]6[C:47](=[O:60])[CH:48]([NH:55][C:56]([O:58][CH3:59])=[O:57])[C:49]6[CH:54]=[CH:53][CH:52]=[CH:51][CH:50]=6)=[N:40][CH:41]=5)=[CH:35][CH:36]=4)[CH:27]=3)[CH:22]=2)=[CH:19][N:20]=1)=[O:10])[CH:6]([CH3:8])[CH3:7].